From a dataset of Reaction yield outcomes from USPTO patents with 853,638 reactions. Predict the reaction yield, written as a fraction of the theoretical maximum amount of product (1.0 means a 100% yield; for example, 0.34 means a 34% yield). (1) The reactants are [NH2:1][C:2]1[S:3][C:4]2[C:9]([N:10]=1)=[CH:8][CH:7]=[C:6]([O:11][C:12]1[CH:13]=[C:14]([NH:19][C:20](=[O:26])[O:21]C(C)(C)C)[CH:15]=[CH:16][C:17]=1[CH3:18])[N:5]=2.[CH:27]1([C:30](Cl)=[O:31])[CH2:29][CH2:28]1.C(=O)([O-])[O-].[Na+].[Na+]. The catalyst is N1C=CC=CC=1.CO. The product is [CH:27]1([C:30]([NH:1][C:2]2[S:3][C:4]3[C:9]([N:10]=2)=[CH:8][CH:7]=[C:6]([O:11][C:12]2[CH:13]=[C:14]([NH:19][C:20](=[O:26])[O:21][CH2:6][CH2:7][CH2:8][CH3:9])[CH:15]=[CH:16][C:17]=2[CH3:18])[N:5]=3)=[O:31])[CH2:29][CH2:28]1. The yield is 0.930. (2) The reactants are [C:1](=[O:15])([O:5][C:6]1[CH:11]=[CH:10][C:9]([N+:12]([O-:14])=[O:13])=[CH:8][CH:7]=1)[O:2][CH2:3]Cl.[P:16]([O-:34])([O:26][CH2:27][C:28]1[CH:33]=[CH:32][CH:31]=[CH:30][CH:29]=1)([O:18][CH2:19][C:20]1[CH:25]=[CH:24][CH:23]=[CH:22][CH:21]=1)=[O:17]. The catalyst is CC#N.CCOC(C)=O.[Ag-]=O. The product is [C:1](=[O:15])([O:5][C:6]1[CH:11]=[CH:10][C:9]([N+:12]([O-:14])=[O:13])=[CH:8][CH:7]=1)[O:2][CH2:3][O:34][P:16]([O:18][CH2:19][C:20]1[CH:25]=[CH:24][CH:23]=[CH:22][CH:21]=1)([O:26][CH2:27][C:28]1[CH:33]=[CH:32][CH:31]=[CH:30][CH:29]=1)=[O:17]. The yield is 0.0900.